This data is from Forward reaction prediction with 1.9M reactions from USPTO patents (1976-2016). The task is: Predict the product of the given reaction. (1) Given the reactants C(OC([N:8]1[CH2:12][CH2:11][CH:10]([C:13]#[CH:14])[CH2:9]1)=O)(C)(C)C.[C:15]([OH:21])([C:17]([F:20])([F:19])[F:18])=[O:16], predict the reaction product. The product is: [F:18][C:17]([F:20])([F:19])[C:15]([O-:21])=[O:16].[C:13]([CH:10]1[CH2:11][CH2:12][NH2+:8][CH2:9]1)#[CH:14]. (2) Given the reactants [Cl:1][C:2]1[N:7]=[C:6]([N:8]([CH:17]2[CH2:21][CH2:20][CH2:19][CH2:18]2)[C@@H:9]([C:12]2O[CH:14]=[N:15][N:16]=2)[CH2:10][CH3:11])[C:5]([N+:22]([O-])=O)=[CH:4][N:3]=1.C(O)(=O)C, predict the reaction product. The product is: [Cl:1][C:2]1[N:3]=[CH:4][C:5]2[N:22]3[CH:14]=[N:15][N:16]=[C:12]3[C@@H:9]([CH2:10][CH3:11])[N:8]([CH:17]3[CH2:21][CH2:20][CH2:19][CH2:18]3)[C:6]=2[N:7]=1. (3) Given the reactants C([Li])CCC.Br[C:7]1[CH:12]=[CH:11][CH:10]=[C:9](Br)[C:8]=1[O:14][CH2:15][CH2:16]Br.[S:18](=[O:20])=[O:19].[Cl:21]NC(=O)CCC(N)=O, predict the reaction product. The product is: [O:14]1[C:8]2[C:9]([S:18]([Cl:21])(=[O:20])=[O:19])=[CH:10][CH:11]=[CH:12][C:7]=2[CH2:16][CH2:15]1. (4) Given the reactants [F:1][C:2]1[CH:11]=[CH:10][C:9]([O:12][CH2:13][CH2:14][CH3:15])=[C:8]2[C:3]=1[C:4](=[O:32])[C:5]([C:24]1[CH:29]=[CH:28][C:27]([O:30][CH3:31])=[CH:26][CH:25]=1)=[CH:6][N:7]2[CH2:16][CH2:17]SCCC(O)=O.ClC1C=CC=[C:36]([C:40]([O:42]O)=[O:41])[CH:35]=1.[S:44]([O-:47])(O)=[O:45].[Na+], predict the reaction product. The product is: [F:1][C:2]1[CH:11]=[CH:10][C:9]([O:12][CH2:13][CH2:14][CH3:15])=[C:8]2[C:3]=1[C:4](=[O:32])[C:5]([C:24]1[CH:25]=[CH:26][C:27]([O:30][CH3:31])=[CH:28][CH:29]=1)=[CH:6][N:7]2[CH2:16][CH2:17][S:44]([CH2:35][CH2:36][C:40]([OH:42])=[O:41])(=[O:47])=[O:45]. (5) Given the reactants Cl.[Cl:2][C:3]1[CH:4]=[C:5]([CH:26]=[CH:27][C:28]=1[Cl:29])[O:6][CH:7]1[CH2:12][CH2:11][N:10]([CH2:13][CH2:14][NH:15][C:16](=[O:25])[C:17]2[CH:22]=[CH:21][CH:20]=[C:19]([O:23]C)[CH:18]=2)[CH2:9][CH2:8]1.B(Br)(Br)Br, predict the reaction product. The product is: [ClH:2].[Cl:2][C:3]1[CH:4]=[C:5]([CH:26]=[CH:27][C:28]=1[Cl:29])[O:6][CH:7]1[CH2:12][CH2:11][N:10]([CH2:13][CH2:14][NH:15][C:16](=[O:25])[C:17]2[CH:22]=[CH:21][CH:20]=[C:19]([OH:23])[CH:18]=2)[CH2:9][CH2:8]1.